Task: Regression. Given a peptide amino acid sequence and an MHC pseudo amino acid sequence, predict their binding affinity value. This is MHC class I binding data.. Dataset: Peptide-MHC class I binding affinity with 185,985 pairs from IEDB/IMGT (1) The MHC is HLA-A03:01 with pseudo-sequence HLA-A03:01. The binding affinity (normalized) is 0.0847. The peptide sequence is LEGLADAIW. (2) The peptide sequence is IPPGERQLI. The MHC is H-2-Ld with pseudo-sequence H-2-Ld. The binding affinity (normalized) is 0.418. (3) The peptide sequence is EQNWDWNRY. The MHC is HLA-A26:01 with pseudo-sequence HLA-A26:01. The binding affinity (normalized) is 0.583. (4) The peptide sequence is KLAEIFQPF. The MHC is HLA-A31:01 with pseudo-sequence HLA-A31:01. The binding affinity (normalized) is 0.555. (5) The peptide sequence is RDTWGTTQCL. The MHC is Mamu-B03 with pseudo-sequence Mamu-B03. The binding affinity (normalized) is 0.147.